Dataset: Reaction yield outcomes from USPTO patents with 853,638 reactions. Task: Predict the reaction yield, written as a fraction of the theoretical maximum amount of product (1.0 means a 100% yield; for example, 0.34 means a 34% yield). The reactants are [CH3:1][C:2]1[C:15]2[C:6](=[CH:7][N:8]=[C:9]3[C:14]=2[C:13](=O)[CH2:12][CH:11]=[CH:10]3)[CH:5]=[CH:4][CH:3]=1.P(Cl)(Cl)(Cl)(Cl)[Cl:18].P(Cl)(Cl)(Cl)=O. The catalyst is C1(C)C=CC=CC=1. The product is [Cl:18][C:7]1[N:8]=[C:9]2[C:14](=[C:15]3[C:6]=1[CH:5]=[CH:4][CH:3]=[C:2]3[CH3:1])[CH:13]=[CH:12][CH:11]=[CH:10]2. The yield is 0.950.